From a dataset of NCI-60 drug combinations with 297,098 pairs across 59 cell lines. Regression. Given two drug SMILES strings and cell line genomic features, predict the synergy score measuring deviation from expected non-interaction effect. (1) Drug 1: C1=NC2=C(N=C(N=C2N1C3C(C(C(O3)CO)O)F)Cl)N. Drug 2: CNC(=O)C1=NC=CC(=C1)OC2=CC=C(C=C2)NC(=O)NC3=CC(=C(C=C3)Cl)C(F)(F)F. Cell line: NCI-H522. Synergy scores: CSS=4.62, Synergy_ZIP=-6.70, Synergy_Bliss=-9.23, Synergy_Loewe=-14.6, Synergy_HSA=-6.73. (2) Drug 1: CC1C(C(CC(O1)OC2CC(CC3=C2C(=C4C(=C3O)C(=O)C5=C(C4=O)C(=CC=C5)OC)O)(C(=O)CO)O)N)O.Cl. Drug 2: COCCOC1=C(C=C2C(=C1)C(=NC=N2)NC3=CC=CC(=C3)C#C)OCCOC.Cl. Cell line: NCI-H322M. Synergy scores: CSS=24.7, Synergy_ZIP=-6.54, Synergy_Bliss=-1.47, Synergy_Loewe=-7.47, Synergy_HSA=-1.26. (3) Drug 1: CCCS(=O)(=O)NC1=C(C(=C(C=C1)F)C(=O)C2=CNC3=C2C=C(C=N3)C4=CC=C(C=C4)Cl)F. Drug 2: CS(=O)(=O)C1=CC(=C(C=C1)C(=O)NC2=CC(=C(C=C2)Cl)C3=CC=CC=N3)Cl. Cell line: LOX IMVI. Synergy scores: CSS=28.8, Synergy_ZIP=-5.27, Synergy_Bliss=-7.18, Synergy_Loewe=-13.8, Synergy_HSA=-3.15. (4) Drug 1: CN(CCCl)CCCl.Cl. Drug 2: C1CCC(C(C1)N)N.C(=O)(C(=O)[O-])[O-].[Pt+4]. Cell line: HL-60(TB). Synergy scores: CSS=81.2, Synergy_ZIP=2.20, Synergy_Bliss=2.73, Synergy_Loewe=-0.759, Synergy_HSA=4.43. (5) Drug 1: CC1C(C(CC(O1)OC2CC(CC3=C2C(=C4C(=C3O)C(=O)C5=C(C4=O)C(=CC=C5)OC)O)(C(=O)CO)O)N)O.Cl. Drug 2: C1CC(=O)NC(=O)C1N2C(=O)C3=CC=CC=C3C2=O. Cell line: SN12C. Synergy scores: CSS=2.71, Synergy_ZIP=2.45, Synergy_Bliss=6.75, Synergy_Loewe=3.82, Synergy_HSA=4.41. (6) Drug 1: C1CC(=O)NC(=O)C1N2CC3=C(C2=O)C=CC=C3N. Drug 2: CC(C)CN1C=NC2=C1C3=CC=CC=C3N=C2N. Cell line: SF-295. Synergy scores: CSS=3.66, Synergy_ZIP=-3.30, Synergy_Bliss=-0.519, Synergy_Loewe=0.299, Synergy_HSA=0.374.